Dataset: CYP2D6 inhibition data for predicting drug metabolism from PubChem BioAssay. Task: Regression/Classification. Given a drug SMILES string, predict its absorption, distribution, metabolism, or excretion properties. Task type varies by dataset: regression for continuous measurements (e.g., permeability, clearance, half-life) or binary classification for categorical outcomes (e.g., BBB penetration, CYP inhibition). Dataset: cyp2d6_veith. (1) The drug is O=C(Nc1ccc(Cl)cc1C(=O)c1ccccc1Cl)c1ccco1. The result is 0 (non-inhibitor). (2) The compound is COc1ccc(S(=O)(=O)Nc2cc3c4c(oc3c3ccccc23)CC(C)(C)CC4=O)cc1. The result is 0 (non-inhibitor).